From a dataset of Forward reaction prediction with 1.9M reactions from USPTO patents (1976-2016). Predict the product of the given reaction. The product is: [O:29]=[C:6]1[CH2:7][CH2:8][N:3]([C:10]([O:12][CH2:13][CH:14]2[C:26]3[CH:25]=[CH:24][CH:23]=[CH:22][C:21]=3[C:20]3[C:15]2=[CH:16][CH:17]=[CH:18][CH:19]=3)=[O:11])[CH2:4][CH2:5]1. Given the reactants O.Cl.[NH:3]1[CH2:8][CH2:7][CH2:6][CH2:5][C:4]1=O.[C:10](Cl)([O:12][CH2:13][CH:14]1[C:26]2[C:21](=[CH:22][CH:23]=[CH:24][CH:25]=2)[C:20]2[C:15]1=[CH:16][CH:17]=[CH:18][CH:19]=2)=[O:11].C(=O)([O-])[O-:29].[Na+].[Na+].O1CCOCC1, predict the reaction product.